Dataset: Catalyst prediction with 721,799 reactions and 888 catalyst types from USPTO. Task: Predict which catalyst facilitates the given reaction. (1) Reactant: [CH3:1][O:2][C:3]1[CH:4]=[C:5]([N:12]2[CH2:18][CH2:17][CH2:16][N:15]([S:19]([CH3:22])(=[O:21])=[O:20])[CH2:14][CH2:13]2)[CH:6]=[CH:7][C:8]=1[N+:9]([O-])=O.CO.[BH4-].[Na+]. Product: [CH3:1][O:2][C:3]1[CH:4]=[C:5]([N:12]2[CH2:18][CH2:17][CH2:16][N:15]([S:19]([CH3:22])(=[O:21])=[O:20])[CH2:14][CH2:13]2)[CH:6]=[CH:7][C:8]=1[NH2:9]. The catalyst class is: 1. (2) Reactant: [Br:1][C:2]1[CH:3]=[C:4]2[C:9](=[CH:10][CH:11]=1)[C:8](=[O:12])[NH:7][C:6](=[O:13])/[C:5]/2=[CH:14]/OC.[CH3:17][N:18]([CH3:29])[CH2:19][CH2:20][S:21][C:22]1[CH:27]=[CH:26][C:25]([NH2:28])=[CH:24][CH:23]=1.C(N(CC)CC)C. Product: [Br:1][C:2]1[CH:3]=[C:4]2[C:9](=[CH:10][CH:11]=1)[C:8](=[O:12])[NH:7][C:6](=[O:13])/[C:5]/2=[CH:14]\[NH:28][C:25]1[CH:24]=[CH:23][C:22]([S:21][CH2:20][CH2:19][N:18]([CH3:29])[CH3:17])=[CH:27][CH:26]=1. The catalyst class is: 9. (3) Reactant: [CH2:1]([O:8][C:9]([C:11]1([C:24]([O:26]CC2C=CC=CC=2)=[O:25])[CH2:16][CH2:15][CH2:14][N:13]([C:17]([O:19][C:20]([CH3:23])([CH3:22])[CH3:21])=[O:18])[CH2:12]1)=[O:10])[C:2]1[CH:7]=[CH:6][CH:5]=[CH:4][CH:3]=1.[K].C(O)(=O)C. The catalyst class is: 35. Product: [CH2:1]([O:8][C:9]([C:11]1([C:24]([OH:26])=[O:25])[CH2:16][CH2:15][CH2:14][N:13]([C:17]([O:19][C:20]([CH3:22])([CH3:23])[CH3:21])=[O:18])[CH2:12]1)=[O:10])[C:2]1[CH:3]=[CH:4][CH:5]=[CH:6][CH:7]=1.